From a dataset of Peptide-MHC class II binding affinity with 134,281 pairs from IEDB. Regression. Given a peptide amino acid sequence and an MHC pseudo amino acid sequence, predict their binding affinity value. This is MHC class II binding data. (1) The peptide sequence is IDTLKKNENIKEL. The MHC is DRB1_1501 with pseudo-sequence DRB1_1501. The binding affinity (normalized) is 0.326. (2) The peptide sequence is KPPFSGMTGCGNTPI. The MHC is HLA-DPA10103-DPB10401 with pseudo-sequence HLA-DPA10103-DPB10401. The binding affinity (normalized) is 0.0851.